The task is: Predict the reaction yield, written as a fraction of the theoretical maximum amount of product (1.0 means a 100% yield; for example, 0.34 means a 34% yield).. This data is from Reaction yield outcomes from USPTO patents with 853,638 reactions. (1) The reactants are Cl[C:2]1[N:7]=[C:6]([NH:8][C:9]2[CH:14]=[CH:13][CH:12]=[CH:11][C:10]=2[S:15]([CH:18]([CH3:20])[CH3:19])(=[O:17])=[O:16])[C:5]([Cl:21])=[CH:4][N:3]=1.[CH3:22][P:23]([C:26]1[CH:32]=[CH:31][C:29]([NH2:30])=[C:28]([CH2:33][CH3:34])[CH:27]=1)([CH3:25])=[O:24].[OH-].[Na+]. The catalyst is COCCO. The product is [Cl:21][C:5]1[C:6]([NH:8][C:9]2[CH:14]=[CH:13][CH:12]=[CH:11][C:10]=2[S:15]([CH:18]([CH3:20])[CH3:19])(=[O:17])=[O:16])=[N:7][C:2]([NH:30][C:29]2[CH:31]=[CH:32][C:26]([P:23]([CH3:25])([CH3:22])=[O:24])=[CH:27][C:28]=2[CH2:33][CH3:34])=[N:3][CH:4]=1. The yield is 0.400. (2) The reactants are [Cl:1][C:2]1[CH:7]=[C:6](Cl)[N:5]=[CH:4][N:3]=1.[CH3:9][O:10][C:11]1[CH:16]=[CH:15][CH:14]=[CH:13][C:12]=1B(O)O.C(=O)([O-])[O-].[Na+].[Na+]. The catalyst is ClCCl. The product is [Cl:1][C:2]1[CH:7]=[C:6]([C:12]2[CH:13]=[CH:14][CH:15]=[CH:16][C:11]=2[O:10][CH3:9])[N:5]=[CH:4][N:3]=1. The yield is 0.800. (3) The reactants are [OH-:1].[Na+:2].C([OH:5])C.[CH:6]1[N:10]=[CH:9][N:8]([CH2:11][C:12]([P:18]([OH:21])([OH:20])=[O:19])([P:14]([OH:17])([OH:16])=[O:15])[OH:13])[CH:7]=1. The catalyst is O. The product is [CH:6]1[N:10]=[CH:9][N:8]([CH2:11][C:12]([P:14]([O-:17])([OH:16])=[O:15])([P:18]([O-:20])([OH:21])=[O:19])[OH:13])[CH:7]=1.[OH2:5].[OH2:1].[OH2:5].[OH2:5].[Na+:2].[Na+:2]. The yield is 0.980. (4) The reactants are [CH2:1]([NH:8][CH2:9][CH:10]1[CH2:15][CH:14]([OH:16])[CH:13]=[CH:12][CH2:11]1)[C:2]1[CH:7]=[CH:6][CH:5]=[CH:4][CH:3]=1. The catalyst is ClCCl.[O-2].[O-2].[Mn+4]. The product is [CH2:1]([N:8]1[CH2:9][CH:10]2[CH2:11][CH:12]1[CH2:13][C:14](=[O:16])[CH2:15]2)[C:2]1[CH:7]=[CH:6][CH:5]=[CH:4][CH:3]=1. The yield is 0.680.